This data is from Choline transporter screen with 302,306 compounds. The task is: Binary Classification. Given a drug SMILES string, predict its activity (active/inactive) in a high-throughput screening assay against a specified biological target. (1) The molecule is O(c1cc2CCN(Cc2cc1OC)C(=O)COc1c([N+]([O-])=O)cccc1)C. The result is 0 (inactive). (2) The compound is Clc1c(/C=C\C(OCC(=O)NCCNC(=O)COC(=O)/C=C\c2c(Cl)cccc2)=O)cccc1. The result is 0 (inactive). (3) The drug is o1c2c(c(cc1=O)C)ccc(NC(=O)c1c(noc1C)c1ccccc1)c2. The result is 0 (inactive).